From a dataset of Full USPTO retrosynthesis dataset with 1.9M reactions from patents (1976-2016). Predict the reactants needed to synthesize the given product. Given the product [C:52]([O:51][C:48]1[CH:47]=[CH:46][C:45]([CH2:44][C@H:40]([NH:39][C:37](=[O:38])[O:36][CH2:35][CH:33]2[C:34]3[CH:22]=[CH:23][CH:24]=[CH:25][C:26]=3[C:27]3[C:32]2=[CH:31][CH:30]=[CH:29][CH:28]=3)[C:41]([N:12]([CH2:11][C:8]2[C:6]3=[N:7][C:2]([Cl:1])=[CH:3][CH:4]=[C:5]3[S:10][CH:9]=2)[C@@H:13]([CH3:21])[CH:14]([O:18][CH2:19][CH3:20])[O:15][CH2:16][CH3:17])=[O:42])=[CH:50][CH:49]=1)([CH3:55])([CH3:53])[CH3:54], predict the reactants needed to synthesize it. The reactants are: [Cl:1][C:2]1[N:7]=[C:6]2[C:8]([CH2:11][NH:12][C@@H:13]([CH3:21])[CH:14]([O:18][CH2:19][CH3:20])[O:15][CH2:16][CH3:17])=[CH:9][S:10][C:5]2=[CH:4][CH:3]=1.[CH:22]1[C:34]2[CH:33]([CH2:35][O:36][C:37]([NH:39][C@@H:40]([CH2:44][C:45]3[CH:50]=[CH:49][C:48]([O:51][C:52]([CH3:55])([CH3:54])[CH3:53])=[CH:47][CH:46]=3)[C:41](O)=[O:42])=[O:38])[C:32]3[C:27](=[CH:28][CH:29]=[CH:30][CH:31]=3)[C:26]=2[CH:25]=[CH:24][CH:23]=1.